Dataset: Forward reaction prediction with 1.9M reactions from USPTO patents (1976-2016). Task: Predict the product of the given reaction. (1) Given the reactants Br.[Br:2][C:3]1[CH:9]=[C:8]([O:10][CH3:11])[CH:7]=[C:6]([CH3:12])[C:4]=1[NH2:5].Cl.[N:14]([O-])=O.[Na+].C([O-])(=O)C.[Na+].CC(S)(C)C.CC(C)([O-])C.[K+], predict the reaction product. The product is: [Br:2][C:3]1[CH:9]=[C:8]([O:10][CH3:11])[CH:7]=[C:6]2[C:4]=1[NH:5][N:14]=[CH:12]2. (2) Given the reactants [F-].C([N+](CCCC)(CCCC)CCCC)CCC.Br[C:20]1[N:25]=[C:24]([O:26][CH2:27][C:28]#[N:29])[CH:23]=[CH:22][CH:21]=1.[Cl:30][C:31]1[CH:32]=[C:33]([O:41][CH3:42])[C:34]([O:37][CH2:38][C:39]#[CH:40])=[N:35][CH:36]=1, predict the reaction product. The product is: [C:28]([CH2:27][O:26][C:24]1[N:25]=[C:20]([C:40]#[C:39][CH2:38][O:37][C:34]2[C:33]([O:41][CH3:42])=[CH:32][C:31]([Cl:30])=[CH:36][N:35]=2)[CH:21]=[CH:22][CH:23]=1)#[N:29]. (3) Given the reactants [NH2:1][CH2:2][C@H:3]([OH:20])[CH2:4][O:5][C:6]1[CH:11]=[CH:10][C:9]([O:12][CH2:13][C:14]2[CH:19]=[CH:18][CH:17]=[CH:16][CH:15]=2)=[CH:8][CH:7]=1.[C:21]1([CH:27]([C:33]2[CH:38]=[CH:37][CH:36]=[CH:35][CH:34]=2)[N:28]2[CH2:31][C:30](=O)[CH2:29]2)[CH:26]=[CH:25][CH:24]=[CH:23][CH:22]=1.COC(OC)OC, predict the reaction product. The product is: [CH:27]([N:28]1[CH2:31][C:30](=[N:1][CH2:2][C@H:3]([OH:20])[CH2:4][O:5][C:6]2[CH:11]=[CH:10][C:9]([O:12][CH2:13][C:14]3[CH:15]=[CH:16][CH:17]=[CH:18][CH:19]=3)=[CH:8][CH:7]=2)[CH2:29]1)([C:33]1[CH:34]=[CH:35][CH:36]=[CH:37][CH:38]=1)[C:21]1[CH:22]=[CH:23][CH:24]=[CH:25][CH:26]=1.